The task is: Predict the reactants needed to synthesize the given product.. This data is from Full USPTO retrosynthesis dataset with 1.9M reactions from patents (1976-2016). (1) Given the product [ClH:30].[F:2][C:3]1[CH:22]=[C:21]([CH3:23])[C:20]([OH:24])=[CH:19][C:4]=1[NH:5][C:6]1[C:15]2[C:10](=[CH:11][C:12]([O:18][CH2:31][C:32]3[N:33]=[C:34]([CH3:37])[S:35][CH:36]=3)=[C:13]([O:16][CH3:17])[CH:14]=2)[N:9]=[CH:8][N:7]=1, predict the reactants needed to synthesize it. The reactants are: Cl.[F:2][C:3]1[CH:22]=[C:21]([CH3:23])[C:20]([O:24]C(OC)=O)=[CH:19][C:4]=1[NH:5][C:6]1[C:15]2[C:10](=[CH:11][C:12]([OH:18])=[C:13]([O:16][CH3:17])[CH:14]=2)[N:9]=[CH:8][N:7]=1.Cl.[Cl:30][CH2:31][C:32]1[N:33]=[C:34]([CH3:37])[S:35][CH:36]=1.C(=O)([O-])[O-].[K+].[K+].[I-].[K+]. (2) Given the product [NH2:2][C:1](=[N:10][OH:11])[CH2:3][CH2:4][CH2:5][C:6]([OH:8])=[O:7], predict the reactants needed to synthesize it. The reactants are: [C:1]([CH2:3][CH2:4][CH2:5][C:6]([OH:8])=[O:7])#[N:2].Cl.[NH2:10][OH:11].C(=O)([O-])[O-].[Na+].[Na+].C(Cl)(Cl)Cl.CO. (3) Given the product [C:30]([NH:1][C:2]1([C:10]2[CH:9]=[CH:8][C:7]([CH:11]([CH3:12])[CH3:13])=[CH:6][C:5]=2[O:4][C:3](=[O:4])[CH2:2][CH2:10][CH2:9][CH2:8][CH2:28][CH3:29])[C:3](=[O:22])[C:14]2[C:19](=[CH:18][CH:17]=[CH:16][CH:15]=2)[C:20]1=[O:21])(=[O:37])[CH2:31][CH2:32][CH2:33][CH2:34][CH2:35][CH3:36], predict the reactants needed to synthesize it. The reactants are: [NH2:1][C:2]12[C:20](=[O:21])[C:19]3[C:14](=[CH:15][CH:16]=[CH:17][CH:18]=3)[C:3]1([OH:22])[O:4][C:5]1[C:10]2=[CH:9][CH:8]=[C:7]([CH:11]([CH3:13])[CH3:12])[CH:6]=1.C(N([CH2:28][CH3:29])CC)C.[C:30](Cl)(=[O:37])[CH2:31][CH2:32][CH2:33][CH2:34][CH2:35][CH3:36]. (4) Given the product [CH3:18][S:19][C:7]1[O:6][C:5]([CH:4]=[O:3])=[CH:9][CH:8]=1, predict the reactants needed to synthesize it. The reactants are: C([O:3][CH:4](OCC)[C:5]1[O:6][CH:7]=[CH:8][CH:9]=1)C.[Li]CCCC.[CH3:18][S:19]SC.Cl. (5) Given the product [CH:3]1([O:7][C:9]2[C:10]([CH3:29])=[N:11][C:12]3[C:17]([N:18]=2)=[C:16]([C:19]2[NH:27][C:26]4[CH2:25][CH2:24][NH:23][C:22](=[O:28])[C:21]=4[CH:20]=2)[CH:15]=[CH:14][CH:13]=3)[CH2:6][CH2:5][CH2:4]1, predict the reactants needed to synthesize it. The reactants are: [H-].[Na+].[CH:3]1([OH:7])[CH2:6][CH2:5][CH2:4]1.F[C:9]1[C:10]([CH3:29])=[N:11][C:12]2[C:17]([N:18]=1)=[C:16]([C:19]1[NH:27][C:26]3[CH2:25][CH2:24][NH:23][C:22](=[O:28])[C:21]=3[CH:20]=1)[CH:15]=[CH:14][CH:13]=2.CO.C(Cl)Cl. (6) Given the product [C:14]([O:16][CH2:17][CH2:18][OH:19])(=[O:15])[CH2:13][CH2:12][CH2:11][CH2:10][CH3:9], predict the reactants needed to synthesize it. The reactants are: C(N[CH2:9][CH2:10][CH2:11][CH2:12][CH2:13][C:14]([OH:16])=[O:15])(OC(C)(C)C)=O.[CH2:17](O)[CH2:18][OH:19]. (7) Given the product [CH3:15][C:14]1[C:9](=[O:8])[C:10]([CH2:26][CH2:27][NH:28][C:30]2[CH:35]=[C:34]([C:36]([F:39])([F:38])[F:37])[CH:33]=[CH:32][N:31]=2)=[C:11]([CH3:25])[C:12](=[O:17])[C:13]=1[CH3:16], predict the reactants needed to synthesize it. The reactants are: C([O:8][C:9]1[C:14]([CH3:15])=[C:13]([CH3:16])[C:12]([O:17]CC2C=CC=CC=2)=[C:11]([CH3:25])[C:10]=1[CH2:26][CH2:27][NH2:28])C1C=CC=CC=1.Cl[C:30]1[CH:35]=[C:34]([C:36]([F:39])([F:38])[F:37])[CH:33]=[CH:32][N:31]=1.C(N(C(C)C)CC)(C)C.O.